This data is from NCI-60 drug combinations with 297,098 pairs across 59 cell lines. The task is: Regression. Given two drug SMILES strings and cell line genomic features, predict the synergy score measuring deviation from expected non-interaction effect. (1) Cell line: MDA-MB-231. Synergy scores: CSS=1.60, Synergy_ZIP=-3.21, Synergy_Bliss=-4.49, Synergy_Loewe=-4.82, Synergy_HSA=-3.32. Drug 2: C1CNP(=O)(OC1)N(CCCl)CCCl. Drug 1: CN(C(=O)NC(C=O)C(C(C(CO)O)O)O)N=O. (2) Drug 1: C1CCN(CC1)CCOC2=CC=C(C=C2)C(=O)C3=C(SC4=C3C=CC(=C4)O)C5=CC=C(C=C5)O. Drug 2: C1=C(C(=O)NC(=O)N1)F. Cell line: CCRF-CEM. Synergy scores: CSS=17.7, Synergy_ZIP=0.303, Synergy_Bliss=2.43, Synergy_Loewe=-1.27, Synergy_HSA=-0.697. (3) Drug 1: C#CCC(CC1=CN=C2C(=N1)C(=NC(=N2)N)N)C3=CC=C(C=C3)C(=O)NC(CCC(=O)O)C(=O)O. Drug 2: C1C(C(OC1N2C=NC3=C2NC=NCC3O)CO)O. Cell line: IGROV1. Synergy scores: CSS=-0.0695, Synergy_ZIP=0.588, Synergy_Bliss=0.925, Synergy_Loewe=-1.07, Synergy_HSA=-1.44. (4) Drug 2: CC1C(C(CC(O1)OC2CC(CC3=C2C(=C4C(=C3O)C(=O)C5=C(C4=O)C(=CC=C5)OC)O)(C(=O)CO)O)N)O.Cl. Cell line: HS 578T. Synergy scores: CSS=40.8, Synergy_ZIP=-0.539, Synergy_Bliss=-1.64, Synergy_Loewe=-0.570, Synergy_HSA=0.885. Drug 1: CC12CCC3C(C1CCC2O)C(CC4=C3C=CC(=C4)O)CCCCCCCCCS(=O)CCCC(C(F)(F)F)(F)F. (5) Drug 1: C1=C(C(=O)NC(=O)N1)F. Drug 2: CS(=O)(=O)OCCCCOS(=O)(=O)C. Cell line: NCIH23. Synergy scores: CSS=34.8, Synergy_ZIP=-12.4, Synergy_Bliss=-12.3, Synergy_Loewe=-19.1, Synergy_HSA=-9.22. (6) Drug 1: C1=NNC2=C1C(=O)NC=N2. Drug 2: CC1C(C(CC(O1)OC2CC(CC3=C2C(=C4C(=C3O)C(=O)C5=CC=CC=C5C4=O)O)(C(=O)C)O)N)O. Cell line: BT-549. Synergy scores: CSS=38.6, Synergy_ZIP=4.48, Synergy_Bliss=6.00, Synergy_Loewe=-22.6, Synergy_HSA=6.84. (7) Drug 1: C1C(C(OC1N2C=C(C(=O)NC2=O)F)CO)O. Drug 2: C1=CN(C(=O)N=C1N)C2C(C(C(O2)CO)O)O.Cl. Cell line: TK-10. Synergy scores: CSS=33.4, Synergy_ZIP=-7.57, Synergy_Bliss=-0.376, Synergy_Loewe=0.0393, Synergy_HSA=2.82.